From a dataset of Forward reaction prediction with 1.9M reactions from USPTO patents (1976-2016). Predict the product of the given reaction. (1) Given the reactants [Br:1][C:2]1[CH:7]=[CH:6][C:5]([C@@H:8]([N:10]2[CH2:15][CH2:14][C@:13]([CH2:22][C:23]([CH3:25])=[CH2:24])([C:16]3[CH:21]=[CH:20][CH:19]=[CH:18][CH:17]=3)[O:12][C:11]2=[O:26])[CH3:9])=[CH:4][CH:3]=1.ClCCl.ClC1C=CC=C(C(OO)=[O:38])C=1, predict the reaction product. The product is: [Br:1][C:2]1[CH:3]=[CH:4][C:5]([C@@H:8]([N:10]2[CH2:15][CH2:14][C@:13]([CH2:22][C:23]3([CH3:25])[CH2:24][O:38]3)([C:16]3[CH:17]=[CH:18][CH:19]=[CH:20][CH:21]=3)[O:12][C:11]2=[O:26])[CH3:9])=[CH:6][CH:7]=1. (2) The product is: [Cl:38][C:37]1[C:32]2[CH:31]=[C:30]([C:27]3[CH:26]=[CH:25][C:24]([CH2:23][OH:22])=[CH:29][CH:28]=3)[NH:39][C:33]=2[N:34]=[CH:35][N:36]=1. Given the reactants [H-].[Al+3].[Li+].[H-].[H-].[H-].[H-].C([Al+]CC(C)C)C(C)C.ClCCl.C([O:22][C:23](=O)[C:24]1[CH:29]=[CH:28][C:27]([C:30]2[NH:39][C:33]3[N:34]=[CH:35][N:36]=[C:37]([Cl:38])[C:32]=3[CH:31]=2)=[CH:26][CH:25]=1)C, predict the reaction product. (3) Given the reactants [Br:1][C:2]1[CH:7]=[CH:6][C:5]([O:8][C:9]2[CH:14]=[CH:13][CH:12]=[CH:11][CH:10]=2)=[CH:4][C:3]=1[OH:15].C(=O)([O-])[O-].[K+].[K+].I[CH2:23][CH3:24], predict the reaction product. The product is: [Br:1][C:2]1[CH:7]=[CH:6][C:5]([O:8][C:9]2[CH:14]=[CH:13][CH:12]=[CH:11][CH:10]=2)=[CH:4][C:3]=1[O:15][CH2:23][CH3:24]. (4) Given the reactants [N+](C1C=CC(C([O:10][CH2:11][C@@H:12]2[C@@H:17]([CH2:18][O:19][CH2:20][C:21]3[CH:26]=[CH:25][CH:24]=[CH:23][CH:22]=3)[C@H:16]([C:27]3[CH:32]=[CH:31][C:30]([F:33])=[CH:29][CH:28]=3)[C@@H:15]([O:34][C@@H:35]([C:37]3[CH:42]=[C:41]([C:43]([F:46])([F:45])[F:44])[CH:40]=[C:39]([C:47]([F:50])([F:49])[F:48])[CH:38]=3)[CH3:36])[O:14][CH2:13]2)=O)=CC=1)([O-])=O.[OH-].[Na+], predict the reaction product. The product is: [CH2:20]([O:19][CH2:18][C@H:17]1[C@H:16]([C:27]2[CH:28]=[CH:29][C:30]([F:33])=[CH:31][CH:32]=2)[C@@H:15]([O:34][C@@H:35]([C:37]2[CH:42]=[C:41]([C:43]([F:46])([F:44])[F:45])[CH:40]=[C:39]([C:47]([F:50])([F:48])[F:49])[CH:38]=2)[CH3:36])[O:14][CH2:13][C@@H:12]1[CH2:11][OH:10])[C:21]1[CH:22]=[CH:23][CH:24]=[CH:25][CH:26]=1.